This data is from Forward reaction prediction with 1.9M reactions from USPTO patents (1976-2016). The task is: Predict the product of the given reaction. (1) Given the reactants CN(C(ON1N=NC2C=CC=NC1=2)=[N+](C)C)C.F[P-](F)(F)(F)(F)F.[Si:25]([O:32][CH2:33][C@H:34]([CH3:56])[O:35][C:36]1[CH:37]=[C:38]([CH:42]=[C:43]([O:45][C:46]2[CH:51]=[CH:50][C:49]([S:52]([CH3:55])(=[O:54])=[O:53])=[CH:48][CH:47]=2)[CH:44]=1)[C:39](O)=[O:40])([C:28]([CH3:31])([CH3:30])[CH3:29])([CH3:27])[CH3:26].[NH2:57][C:58]1[S:59][CH:60]=[CH:61][N:62]=1, predict the reaction product. The product is: [Si:25]([O:32][CH2:33][C@H:34]([CH3:56])[O:35][C:36]1[CH:37]=[C:38]([CH:42]=[C:43]([O:45][C:46]2[CH:47]=[CH:48][C:49]([S:52]([CH3:55])(=[O:53])=[O:54])=[CH:50][CH:51]=2)[CH:44]=1)[C:39]([NH:57][C:58]1[S:59][CH:60]=[CH:61][N:62]=1)=[O:40])([C:28]([CH3:31])([CH3:29])[CH3:30])([CH3:26])[CH3:27]. (2) Given the reactants P([O:13][CH2:14][CH2:15][N:16]([CH2:20][CH2:21][CH2:22][O:23][C:24]1[CH:33]=[C:32]2[C:27]([C:28]([NH:34][C:35]3[CH:39]=[C:38]([CH2:40][C:41]([NH:43][C:44]4[CH:49]=[CH:48][CH:47]=[C:46]([F:50])[CH:45]=4)=[O:42])[NH:37][N:36]=3)=[N:29][CH:30]=[N:31]2)=[CH:26][CH:25]=1)[CH2:17][CH2:18][CH3:19])(OC(C)(C)C)(OC(C)(C)C)=O.C(NCCO)CC, predict the reaction product. The product is: [F:50][C:46]1[CH:45]=[C:44]([NH:43][C:41](=[O:42])[CH2:40][C:38]2[NH:37][N:36]=[C:35]([NH:34][C:28]3[C:27]4[C:32](=[CH:33][C:24]([O:23][CH2:22][CH2:21][CH2:20][N:16]([CH2:15][CH2:14][OH:13])[CH2:17][CH2:18][CH3:19])=[CH:25][CH:26]=4)[N:31]=[CH:30][N:29]=3)[CH:39]=2)[CH:49]=[CH:48][CH:47]=1. (3) Given the reactants [NH2:1][C:2]1[CH:7]=[CH:6][C:5]([C:8]2[CH:12]=[C:11]([C:13]([O:15][CH2:16][CH3:17])=[O:14])[O:10][N:9]=2)=[CH:4][C:3]=1[CH3:18].[F:19][C:20]1[CH:25]=[C:24]([F:26])[CH:23]=[CH:22][C:21]=1[N:27]=[C:28]=[O:29], predict the reaction product. The product is: [F:19][C:20]1[CH:25]=[C:24]([F:26])[CH:23]=[CH:22][C:21]=1[NH:27][C:28](=[O:29])[NH:1][C:2]1[CH:7]=[CH:6][C:5]([C:8]2[CH:12]=[C:11]([C:13]([O:15][CH2:16][CH3:17])=[O:14])[O:10][N:9]=2)=[CH:4][C:3]=1[CH3:18]. (4) The product is: [Br:1][C:2]1[CH:3]=[C:4]2[C:9](=[CH:10][CH:11]=1)[C:8](=[O:12])[NH:7][C:6](=[O:13])/[C:5]/2=[CH:14]\[NH:31][C:28]1[CH:27]=[CH:26][C:25]([N:21]2[CH2:22][CH2:23][CH2:24][N:18]([CH3:17])[CH2:19][CH2:20]2)=[CH:30][CH:29]=1. Given the reactants [Br:1][C:2]1[CH:3]=[C:4]2[C:9](=[CH:10][CH:11]=1)[C:8](=[O:12])[NH:7][C:6](=[O:13])/[C:5]/2=[CH:14]/OC.[CH3:17][N:18]1[CH2:24][CH2:23][CH2:22][N:21]([C:25]2[CH:30]=[CH:29][C:28]([NH2:31])=[CH:27][CH:26]=2)[CH2:20][CH2:19]1.C(N(CC)CC)C, predict the reaction product.